Dataset: Full USPTO retrosynthesis dataset with 1.9M reactions from patents (1976-2016). Task: Predict the reactants needed to synthesize the given product. (1) Given the product [F:3][C:4]1[CH:9]=[CH:8][C:7]([C:10]2[N:11]=[C:12]([C:15]3[N:25]=[CH:24][CH:23]=[CH:22][C:16]=3[C:17]([OH:19])=[O:18])[S:13][CH:14]=2)=[CH:6][CH:5]=1, predict the reactants needed to synthesize it. The reactants are: [OH-].[Na+].[F:3][C:4]1[CH:9]=[CH:8][C:7]([C:10]2[N:11]=[C:12]([C:15]3[N:25]=[CH:24][CH:23]=[CH:22][C:16]=3[C:17]([O:19]CC)=[O:18])[S:13][CH:14]=2)=[CH:6][CH:5]=1. (2) Given the product [C:33]([O:32][C:30](=[O:31])[CH2:29][O:1][CH:2]1[CH2:7][CH2:6][N:5]([C:8]2[CH:9]=[C:10]3[C:15](=[C:16]([C:18]4[CH:25]=[CH:24][CH:23]=[C:20]([C:21]#[N:22])[CH:19]=4)[N:17]=2)[N:14]=[CH:13][CH:12]=[CH:11]3)[CH2:4][CH2:3]1)([CH3:36])([CH3:35])[CH3:34], predict the reactants needed to synthesize it. The reactants are: [OH:1][CH:2]1[CH2:7][CH2:6][N:5]([C:8]2[CH:9]=[C:10]3[C:15](=[C:16]([C:18]4[CH:19]=[C:20]([CH:23]=[CH:24][CH:25]=4)[C:21]#[N:22])[N:17]=2)[N:14]=[CH:13][CH:12]=[CH:11]3)[CH2:4][CH2:3]1.[OH-].[Na+].Br[CH2:29][C:30]([O:32][C:33]([CH3:36])([CH3:35])[CH3:34])=[O:31].O. (3) Given the product [ClH:29].[F:22][C:16]1[CH:17]=[CH:18][CH:19]=[C:20]([F:21])[C:15]=1[N:8]1[C:9]2[CH:14]=[CH:13][CH:12]=[CH:11][C:10]=2[N:6]([CH2:5][CH2:4][CH2:3][CH2:2][NH:28][CH:25]([CH3:27])[CH3:26])[S:7]1(=[O:24])=[O:23], predict the reactants needed to synthesize it. The reactants are: Br[CH2:2][CH2:3][CH2:4][CH2:5][N:6]1[C:10]2[CH:11]=[CH:12][CH:13]=[CH:14][C:9]=2[N:8]([C:15]2[C:20]([F:21])=[CH:19][CH:18]=[CH:17][C:16]=2[F:22])[S:7]1(=[O:24])=[O:23].[CH:25]([NH2:28])([CH3:27])[CH3:26].[ClH:29]. (4) The reactants are: [CH:1](O)([CH3:3])[CH3:2].[CH3:5][O:6][C:7](=[O:19])[C:8]1[CH:13]=[CH:12][C:11]([O:14][C:15](=[O:17])[CH3:16])=[CH:10][C:9]=1[OH:18].C1C=CC(P(C2C=CC=CC=2)C2C=CC=CC=2)=CC=1.CCOC(/N=N/C(OCC)=O)=O. Given the product [CH3:5][O:6][C:7](=[O:19])[C:8]1[CH:13]=[CH:12][C:11]([O:14][C:15](=[O:17])[CH3:16])=[CH:10][C:9]=1[O:18][CH:1]([CH3:3])[CH3:2], predict the reactants needed to synthesize it. (5) Given the product [Cl:22][C:16]1[CH:17]=[CH:18][C:19]([CH2:20][O:1][C:2]2[CH:3]=[C:4]([CH:11]=[CH:12][CH:13]=2)[C:5]([N:7]([O:9][CH3:10])[CH3:8])=[O:6])=[CH:14][CH:15]=1, predict the reactants needed to synthesize it. The reactants are: [OH:1][C:2]1[CH:3]=[C:4]([CH:11]=[CH:12][CH:13]=1)[C:5]([N:7]([O:9][CH3:10])[CH3:8])=[O:6].[CH:14]1[C:19]([CH2:20]O)=[CH:18][CH:17]=[C:16]([Cl:22])[CH:15]=1.C(P(CCCC)CCCC)CCC. (6) Given the product [Br:1][C:2]1[CH:7]=[CH:6][C:5]([CH:20]([CH:17]2[CH2:18][CH2:19][O:14][CH2:15][CH2:16]2)[OH:21])=[CH:4][CH:3]=1, predict the reactants needed to synthesize it. The reactants are: [Br:1][C:2]1[CH:7]=[CH:6][C:5](I)=[CH:4][CH:3]=1.C([Mg]Cl)(C)C.[O:14]1[CH2:19][CH2:18][CH:17]([CH:20]=[O:21])[CH2:16][CH2:15]1. (7) Given the product [Cl:41][CH2:42][N:1]1[C:5]2[C:6]3[C:11]([C:12]4[CH:13]=[CH:14][CH:15]=[CH:16][C:17]=4[C:4]=2[N:3]=[C:2]1[C:18]1[C:25]([C:26]#[N:27])=[CH:24][CH:23]=[CH:22][C:19]=1[C:20]#[N:21])=[CH:10][CH:9]=[CH:8][CH:7]=3, predict the reactants needed to synthesize it. The reactants are: [NH:1]1[C:5]2[C:6]3[C:11]([C:12]4[CH:13]=[CH:14][CH:15]=[CH:16][C:17]=4[C:4]=2[N:3]=[C:2]1[C:18]1[C:25]([C:26]#[N:27])=[CH:24][CH:23]=[CH:22][C:19]=1[C:20]#[N:21])=[CH:10][CH:9]=[CH:8][CH:7]=3.C(=O)([O-])[O-].[Cs+].[Cs+].O.C(OCC)(=O)C.[Cl:41][CH2:42]I. (8) Given the product [Cl:40][C:14]1[C:15]([C@@H:18]2[C@:23]([C:25]3[CH:30]=[CH:29][C:28]([F:31])=[C:27]([F:32])[CH:26]=3)([OH:24])[CH2:22][CH2:21][NH:20][CH2:19]2)=[N:16][O:17][C:13]=1[C:8]1[CH:9]=[CH:10][CH:11]=[CH:12][C:7]=1[CH2:6][CH2:5][NH:4][C:1](=[O:3])[CH3:2], predict the reactants needed to synthesize it. The reactants are: [C:1]([NH:4][CH2:5][CH2:6][C:7]1[CH:12]=[CH:11][CH:10]=[CH:9][C:8]=1[C:13]1[O:17][N:16]=[C:15]([C@@H:18]2[C@:23]([C:25]3[CH:30]=[CH:29][C:28]([F:31])=[C:27]([F:32])[CH:26]=3)([OH:24])[CH2:22][CH2:21][N:20](C(OC(C)(C)C)=O)[CH2:19]2)[C:14]=1[Cl:40])(=[O:3])[CH3:2].Cl.O1CCOCC1.